This data is from Forward reaction prediction with 1.9M reactions from USPTO patents (1976-2016). The task is: Predict the product of the given reaction. (1) Given the reactants [CH2:1]([O:8][C:9]1[CH:14]=[CH:13][C:12]([N:15]2[CH2:20][CH2:19][N:18](C(OC(C)(C)C)=O)[CH2:17][C:16]2=[O:28])=[CH:11][CH:10]=1)[CH2:2][CH2:3][CH2:4][CH2:5][CH2:6][CH3:7].Cl.O1CCOCC1, predict the reaction product. The product is: [CH2:1]([O:8][C:9]1[CH:14]=[CH:13][C:12]([N:15]2[CH2:20][CH2:19][NH:18][CH2:17][C:16]2=[O:28])=[CH:11][CH:10]=1)[CH2:2][CH2:3][CH2:4][CH2:5][CH2:6][CH3:7]. (2) Given the reactants Cl[CH2:2][C:3]1[CH:29]=[CH:28][C:6]([C:7]([NH:9][C:10]2[S:11][C:12]3[C:18]([CH:19]4[CH2:25][O:24][CH2:23][CH2:22][O:21][CH2:20]4)=[CH:17][CH:16]=[C:15]([O:26][CH3:27])[C:13]=3[N:14]=2)=[O:8])=[CH:5][CH:4]=1.[NH:30]1[CH2:34][CH2:33][CH2:32][CH2:31]1.COC1C2N=C(NC(=O)C3C=CC(CN4CCCC4)=CC=3)SC=2C(C2C=CC=CC=2)=CC=1, predict the reaction product. The product is: [O:24]1[CH2:25][CH:19]([C:18]2[C:12]3[S:11][C:10]([NH:9][C:7](=[O:8])[C:6]4[CH:5]=[CH:4][C:3]([CH2:2][N:30]5[CH2:34][CH2:33][CH2:32][CH2:31]5)=[CH:29][CH:28]=4)=[N:14][C:13]=3[C:15]([O:26][CH3:27])=[CH:16][CH:17]=2)[CH2:20][O:21][CH2:22][CH2:23]1. (3) Given the reactants [C:1]([C:3]1[CH:8]=[C:7]([C:9]([F:12])([F:11])[F:10])[CH:6]=[CH:5][C:4]=1[N:13]1[CH2:18][CH2:17][O:16][C:15]2[CH:19]=[C:20]([S:23](OC3C(F)=C(F)C(F)=C(F)C=3F)(=[O:25])=[O:24])[CH:21]=[CH:22][C:14]1=2)#[N:2].[O:38]1[CH:42]=[CH:41][N:40]=[C:39]1[NH2:43].C[Si]([N-][Si](C)(C)C)(C)C.[Li+], predict the reaction product. The product is: [C:1]([C:3]1[CH:8]=[C:7]([C:9]([F:12])([F:10])[F:11])[CH:6]=[CH:5][C:4]=1[N:13]1[CH2:18][CH2:17][O:16][C:15]2[CH:19]=[C:20]([S:23]([NH:43][C:39]3[O:38][CH:42]=[CH:41][N:40]=3)(=[O:25])=[O:24])[CH:21]=[CH:22][C:14]1=2)#[N:2]. (4) Given the reactants [CH2:1]([O:3][C:4]1[C:5]([OH:13])=[C:6]([C:9]([F:12])=[CH:10][CH:11]=1)[CH:7]=[O:8])[CH3:2].N1C=CC=CC=1.[S:20](O[S:20]([C:23]([F:26])([F:25])[F:24])(=[O:22])=[O:21])([C:23]([F:26])([F:25])[F:24])(=[O:22])=[O:21], predict the reaction product. The product is: [CH2:1]([O:3][C:4]1[C:5]([O:13][S:20]([C:23]([F:26])([F:25])[F:24])(=[O:22])=[O:21])=[C:6]([CH:7]=[O:8])[C:9]([F:12])=[CH:10][CH:11]=1)[CH3:2]. (5) Given the reactants Cl[C:2]1[N:6]([CH3:7])[N:5]=[CH:4][C:3]=1[N+:8]([O-:10])=[O:9].[NH2:11][CH:12]1[CH2:17][CH2:16][N:15]([C:18]([O:20][C:21]([CH3:24])([CH3:23])[CH3:22])=[O:19])[CH2:14][CH2:13]1, predict the reaction product. The product is: [CH3:7][N:6]1[C:2]([NH:11][CH:12]2[CH2:13][CH2:14][N:15]([C:18]([O:20][C:21]([CH3:24])([CH3:23])[CH3:22])=[O:19])[CH2:16][CH2:17]2)=[C:3]([N+:8]([O-:10])=[O:9])[CH:4]=[N:5]1. (6) The product is: [Br:10][C:7]1[CH:8]=[CH:9][C:4]([C:2]([OH:3])=[CH:1][C:11](=[O:17])[C:12]([O:14][CH2:15][CH3:16])=[O:13])=[CH:5][CH:6]=1. Given the reactants [CH3:1][C:2]([C:4]1[CH:9]=[CH:8][C:7]([Br:10])=[CH:6][CH:5]=1)=[O:3].[C:11](OCC)(=[O:17])[C:12]([O:14][CH2:15][CH3:16])=[O:13].[H-].[Na+].O, predict the reaction product. (7) Given the reactants [F:1][C:2]([F:35])([F:34])[C:3]1[CH:29]=[C:28]([C:30]([F:33])([F:32])[F:31])[CH:27]=[CH:26][C:4]=1[CH2:5][N:6]1[C:14]2[C:9](=[CH:10][C:11]([CH:15]=[C:16]3[S:20][C:19](SCCC)=[N:18][C:17]3=[O:25])=[CH:12][CH:13]=2)[CH:8]=[N:7]1.[C:36]([O:40][C:41]([N:43]1[CH2:50][CH2:49][NH:48][CH2:47][C:44]21[CH2:46][CH2:45]2)=[O:42])([CH3:39])([CH3:38])[CH3:37], predict the reaction product. The product is: [C:36]([O:40][C:41]([N:43]1[CH2:50][CH2:49][N:48]([C:19]2[S:20][C:16](=[CH:15][C:11]3[CH:10]=[C:9]4[C:14](=[CH:13][CH:12]=3)[N:6]([CH2:5][C:4]3[CH:26]=[CH:27][C:28]([C:30]([F:33])([F:31])[F:32])=[CH:29][C:3]=3[C:2]([F:34])([F:35])[F:1])[N:7]=[CH:8]4)[C:17](=[O:25])[N:18]=2)[CH2:47][C:44]21[CH2:45][CH2:46]2)=[O:42])([CH3:39])([CH3:37])[CH3:38]. (8) The product is: [C:19]([NH:15][C:14]1[CH:16]=[CH:17][N:10]([C@@H:3]2[O:4][C@H:5]([CH:8]([C:19](=[O:26])[C:20]3[CH:25]=[CH:24][CH:23]=[CH:22][CH:21]=3)[OH:9])[C@@:6]([C:19](=[O:26])[C:20]3[CH:25]=[CH:24][CH:23]=[CH:22][CH:21]=3)([OH:7])[C@:2]2([F:1])[CH3:18])[C:11](=[O:12])[N:13]=1)(=[O:26])[C:20]1[CH:25]=[CH:24][CH:23]=[CH:22][CH:21]=1. Given the reactants [F:1][C@:2]1([CH3:18])[C@H:6]([OH:7])[C@@H:5]([CH2:8][OH:9])[O:4][C@H:3]1[N:10]1[CH:17]=[CH:16][C:14]([NH2:15])=[N:13][C:11]1=[O:12].[C:19](Cl)(=[O:26])[C:20]1[CH:25]=[CH:24][CH:23]=[CH:22][CH:21]=1, predict the reaction product.